From a dataset of Forward reaction prediction with 1.9M reactions from USPTO patents (1976-2016). Predict the product of the given reaction. (1) The product is: [NH2:21][CH2:20][C:17]1[CH:18]=[CH:19][C:14]([CH2:13][N:10]2[CH2:9][CH2:8][N:7]([C:2]3[N:1]=[CH:6][CH:5]=[CH:4][N:3]=3)[CH2:12][CH2:11]2)=[CH:15][CH:16]=1. Given the reactants [N:1]1[CH:6]=[CH:5][CH:4]=[N:3][C:2]=1[N:7]1[CH2:12][CH2:11][N:10]([CH2:13][C:14]2[CH:19]=[CH:18][C:17]([CH2:20][NH:21]C(=O)C)=[CH:16][CH:15]=2)[CH2:9][CH2:8]1.[OH-].[Na+], predict the reaction product. (2) Given the reactants [CH3:1][N:2]1[C:6]2[CH:7]=[CH:8][C:9]([C:11](O)=[O:12])=[CH:10][C:5]=2[N:4]=[C:3]1[NH:14][C:15]1[S:16][C:17]2[CH:23]=[C:22]([O:24][C:25]([F:28])([F:27])[F:26])[CH:21]=[CH:20][C:18]=2[N:19]=1.[C:29]([O:33][C:34](=[O:39])[NH:35][CH2:36][CH2:37][NH2:38])([CH3:32])([CH3:31])[CH3:30].CN(C(ON1N=NC2C=CC=CC1=2)=[N+](C)C)C.F[P-](F)(F)(F)(F)F.CCN(C(C)C)C(C)C, predict the reaction product. The product is: [C:29]([O:33][C:34](=[O:39])[NH:35][CH2:36][CH2:37][NH:38][C:11]([C:9]1[CH:8]=[CH:7][C:6]2[N:2]([CH3:1])[C:3]([NH:14][C:15]3[S:16][C:17]4[CH:23]=[C:22]([O:24][C:25]([F:28])([F:26])[F:27])[CH:21]=[CH:20][C:18]=4[N:19]=3)=[N:4][C:5]=2[CH:10]=1)=[O:12])([CH3:32])([CH3:30])[CH3:31]. (3) Given the reactants [CH3:1][O:2][C:3]1[CH:4]=[N:5][C:6]([N:11]2[C:20](=[O:21])[C:19]3[C:14](=[CH:15][C:16]([C:22]([OH:24])=O)=[CH:17][CH:18]=3)[NH:13][C:12]2=[S:25])=[N:7][C:8]=1[O:9][CH3:10].[Cl:26][C:27]1[CH:28]=[C:29]([CH:32]=[CH:33][CH:34]=1)[CH2:30][NH2:31].CCN(C(C)C)C(C)C.CN(C(ON1N=NC2C=CC=NC1=2)=[N+](C)C)C.F[P-](F)(F)(F)(F)F, predict the reaction product. The product is: [Cl:26][C:27]1[CH:28]=[C:29]([CH:32]=[CH:33][CH:34]=1)[CH2:30][NH:31][C:22]([C:16]1[CH:15]=[C:14]2[C:19]([C:20](=[O:21])[N:11]([C:6]3[N:5]=[CH:4][C:3]([O:2][CH3:1])=[C:8]([O:9][CH3:10])[N:7]=3)[C:12](=[S:25])[NH:13]2)=[CH:18][CH:17]=1)=[O:24]. (4) The product is: [Br:1][C:2]1[CH:3]=[C:4]([CH3:9])[CH:5]=[CH:6][C:7]=1[C:15]1[CH:16]=[CH:17][C:12]([C:11]([F:22])([F:21])[F:10])=[CH:13][CH:14]=1. Given the reactants [Br:1][C:2]1[CH:3]=[C:4]([CH3:9])[CH:5]=[CH:6][C:7]=1I.[F:10][C:11]([F:22])([F:21])[C:12]1[CH:17]=[CH:16][C:15](B(O)O)=[CH:14][CH:13]=1, predict the reaction product.